From a dataset of Peptide-MHC class I binding affinity with 185,985 pairs from IEDB/IMGT. Regression. Given a peptide amino acid sequence and an MHC pseudo amino acid sequence, predict their binding affinity value. This is MHC class I binding data. (1) The peptide sequence is ILDNAAKYV. The MHC is HLA-A02:01 with pseudo-sequence HLA-A02:01. The binding affinity (normalized) is 0.756. (2) The peptide sequence is NLFDIPLLTV. The MHC is H-2-Kb with pseudo-sequence H-2-Kb. The binding affinity (normalized) is 0.